Regression. Given two drug SMILES strings and cell line genomic features, predict the synergy score measuring deviation from expected non-interaction effect. From a dataset of NCI-60 drug combinations with 297,098 pairs across 59 cell lines. Drug 1: C1=CC(=CC=C1CC(C(=O)O)N)N(CCCl)CCCl.Cl. Drug 2: CC1C(C(CC(O1)OC2CC(CC3=C2C(=C4C(=C3O)C(=O)C5=CC=CC=C5C4=O)O)(C(=O)C)O)N)O. Cell line: SF-268. Synergy scores: CSS=36.1, Synergy_ZIP=-2.96, Synergy_Bliss=1.63, Synergy_Loewe=-14.3, Synergy_HSA=0.948.